Dataset: Forward reaction prediction with 1.9M reactions from USPTO patents (1976-2016). Task: Predict the product of the given reaction. (1) Given the reactants [CH:1]1([N:6]2[CH2:12][CH2:11][C:10](=[O:13])[NH:9][C:8]3[CH:14]=[N:15][C:16]([NH:18][C:19]4[CH:27]=[CH:26][C:22]([C:23]([OH:25])=O)=[CH:21][C:20]=4[O:28][CH3:29])=[N:17][C:7]2=3)[CH2:5][CH2:4][CH2:3][CH2:2]1.F[P-](F)(F)(F)(F)F.CN(C(N(C)C)=[N+]1C2C(=NC=CC=2)[N+]([O-])=N1)C.C(N(C(C)C)C(C)C)C.[NH2:63][CH:64]1[CH2:69][CH2:68][N:67]([CH3:70])[CH2:66][CH2:65]1, predict the reaction product. The product is: [CH:1]1([N:6]2[CH2:12][CH2:11][C:10](=[O:13])[NH:9][C:8]3[CH:14]=[N:15][C:16]([NH:18][C:19]4[CH:27]=[CH:26][C:22]([C:23]([NH:63][CH:64]5[CH2:69][CH2:68][N:67]([CH3:70])[CH2:66][CH2:65]5)=[O:25])=[CH:21][C:20]=4[O:28][CH3:29])=[N:17][C:7]2=3)[CH2:2][CH2:3][CH2:4][CH2:5]1. (2) Given the reactants [N:1]12[CH2:8][CH2:7][CH:4]([CH2:5][CH2:6]1)[CH:3]([O:9][C:10]1[CH:15]=[CH:14][C:13]([C:16]3[NH:17][C:18]4[C:23]([CH:24]=3)=[CH:22][CH:21]=[CH:20][CH:19]=4)=[CH:12][CH:11]=1)[CH2:2]2.[C:25]([OH:32])(=[O:31])/[CH:26]=[CH:27]/[C:28]([OH:30])=[O:29], predict the reaction product. The product is: [C:25]([OH:32])(=[O:31])/[CH:26]=[CH:27]/[C:28]([OH:30])=[O:29].[N:1]12[CH2:8][CH2:7][CH:4]([CH2:5][CH2:6]1)[CH:3]([O:9][C:10]1[CH:15]=[CH:14][C:13]([C:16]3[NH:17][C:18]4[C:23]([CH:24]=3)=[CH:22][CH:21]=[CH:20][CH:19]=4)=[CH:12][CH:11]=1)[CH2:2]2. (3) Given the reactants CO[C:3]1[C:6](=[O:7])[C:5](=[O:8])[C:4]=1[NH:9][C:10]1[CH:11]=[C:12]([NH:17][C:18]([C:20]2[S:21][CH:22]=[CH:23][C:24]=2[NH:25][CH2:26][C:27]2[C:36]3[C:31](=[CH:32][CH:33]=[CH:34][CH:35]=3)[N:30]=[CH:29][CH:28]=2)=[O:19])[CH:13]=[CH:14][C:15]=1[CH3:16].[NH3:37], predict the reaction product. The product is: [NH2:37][C:3]1[C:6](=[O:7])[C:5](=[O:8])[C:4]=1[NH:9][C:10]1[CH:11]=[C:12]([NH:17][C:18]([C:20]2[S:21][CH:22]=[CH:23][C:24]=2[NH:25][CH2:26][C:27]2[C:36]3[C:31](=[CH:32][CH:33]=[CH:34][CH:35]=3)[N:30]=[CH:29][CH:28]=2)=[O:19])[CH:13]=[CH:14][C:15]=1[CH3:16]. (4) Given the reactants [Cl:1][C:2]1[CH:7]=[CH:6][C:5]([C:8]2[S:12][C:11]([C:13](=[O:16])[CH2:14][CH3:15])=[C:10]([C:17]3[CH:22]=[CH:21][C:20]([S:23]([NH2:26])(=[O:25])=[O:24])=[CH:19][CH:18]=3)[C:9]=2[CH3:27])=[CH:4][CH:3]=1.[C:28]([O-])([O-])=O.[K+].[K+].CI, predict the reaction product. The product is: [Cl:1][C:2]1[CH:7]=[CH:6][C:5]([C:8]2[S:12][C:11]([C:13](=[O:16])[CH2:14][CH3:15])=[C:10]([C:17]3[CH:22]=[CH:21][C:20]([S:23]([NH:26][CH3:28])(=[O:24])=[O:25])=[CH:19][CH:18]=3)[C:9]=2[CH3:27])=[CH:4][CH:3]=1.